This data is from Full USPTO retrosynthesis dataset with 1.9M reactions from patents (1976-2016). The task is: Predict the reactants needed to synthesize the given product. (1) Given the product [F:19][C:3]1[C:2]([C:29]#[C:28][C:26]([OH:30])([C:23]2[N:22]=[C:21]([CH3:20])[O:25][N:24]=2)[CH3:27])=[CH:18][C:6]2[C:7]3[N:8]([CH:12]=[C:13]([C:15]([NH2:17])=[O:16])[N:14]=3)[CH2:9][CH2:10][O:11][C:5]=2[CH:4]=1, predict the reactants needed to synthesize it. The reactants are: Br[C:2]1[C:3]([F:19])=[CH:4][C:5]2[O:11][CH2:10][CH2:9][N:8]3[CH:12]=[C:13]([C:15]([NH2:17])=[O:16])[N:14]=[C:7]3[C:6]=2[CH:18]=1.[CH3:20][C:21]1[O:25][N:24]=[C:23]([C:26]([OH:30])([C:28]#[CH:29])[CH3:27])[N:22]=1. (2) Given the product [CH3:24][C:19]1([CH3:25])[C:20]([CH3:23])([CH3:22])[O:21][B:17]([C:7]2[CH:15]=[CH:14][CH:13]=[C:12]3[C:8]=2[CH2:9][CH2:10][C:11]3=[O:16])[O:18]1, predict the reactants needed to synthesize it. The reactants are: C([O-])(=O)C.[K+].Br[C:7]1[CH:15]=[CH:14][CH:13]=[C:12]2[C:8]=1[CH2:9][CH2:10][C:11]2=[O:16].[B:17]1([B:17]2[O:21][C:20]([CH3:23])([CH3:22])[C:19]([CH3:25])([CH3:24])[O:18]2)[O:21][C:20]([CH3:23])([CH3:22])[C:19]([CH3:25])([CH3:24])[O:18]1. (3) The reactants are: Cl[C:2]1[N:10]=[CH:9][C:8]([F:11])=[CH:7][C:3]=1[C:4]([OH:6])=[O:5].C(=O)([O-])[O-].[K+].[K+].[CH2:18]([C:25]1[CH:26]=[C:27]([CH:29]=[CH:30][CH:31]=1)[NH2:28])[C:19]1[CH:24]=[CH:23][CH:22]=[CH:21][CH:20]=1. Given the product [CH2:18]([C:25]1[CH:26]=[C:27]([NH:28][C:2]2[N:10]=[CH:9][C:8]([F:11])=[CH:7][C:3]=2[C:4]([OH:6])=[O:5])[CH:29]=[CH:30][CH:31]=1)[C:19]1[CH:20]=[CH:21][CH:22]=[CH:23][CH:24]=1, predict the reactants needed to synthesize it. (4) Given the product [F:1][C:2]1[CH:3]=[C:4]([CH:29]=[C:30]([N:32]2[CH2:37][CH2:36][CH2:35][CH2:34][CH2:33]2)[CH:31]=1)[C:5]([NH:7][C:8]1[C:17]2[C:12](=[CH:13][CH:14]=[CH:15][CH:16]=2)[C:11]([O:18][C:19]2[CH:24]=[CH:23][N:22]=[C:21]([NH:45][CH2:44][CH2:43][N:38]3[CH2:42][CH2:41][CH2:40][CH2:39]3)[N:20]=2)=[CH:10][CH:9]=1)=[O:6], predict the reactants needed to synthesize it. The reactants are: [F:1][C:2]1[CH:3]=[C:4]([CH:29]=[C:30]([N:32]2[CH2:37][CH2:36][CH2:35][CH2:34][CH2:33]2)[CH:31]=1)[C:5]([NH:7][C:8]1[C:17]2[C:12](=[CH:13][CH:14]=[CH:15][CH:16]=2)[C:11]([O:18][C:19]2[CH:24]=[CH:23][N:22]=[C:21](S(C)(=O)=O)[N:20]=2)=[CH:10][CH:9]=1)=[O:6].[N:38]1([CH2:43][CH2:44][NH2:45])[CH2:42][CH2:41][CH2:40][CH2:39]1. (5) Given the product [C:1]1(/[C:7](/[C:16]2[CH:17]=[CH:18][C:19]([C:22]([F:23])([F:24])[F:25])=[CH:20][CH:21]=2)=[CH:8]\[CH:9]=[CH:10]\[C:11]([OH:13])=[O:12])[CH:2]=[CH:3][CH:4]=[CH:5][CH:6]=1, predict the reactants needed to synthesize it. The reactants are: [C:1]1([C:7]([C:16]2[CH:21]=[CH:20][C:19]([C:22]([F:25])([F:24])[F:23])=[CH:18][CH:17]=2)=[CH:8][CH:9]=[CH:10][C:11]([O:13]CC)=[O:12])[CH:6]=[CH:5][CH:4]=[CH:3][CH:2]=1.O.[OH-].[Li+].CO.O. (6) Given the product [O:7]1[CH2:8][CH2:9][O:10][CH:6]1[C:2]1[S:1][C:5]([Sn:16]([CH2:21][CH2:22][CH2:23][CH3:24])([CH2:25][CH2:26][CH2:27][CH3:28])[CH2:17][CH2:18][CH2:19][CH3:20])=[CH:4][CH:3]=1, predict the reactants needed to synthesize it. The reactants are: [S:1]1[CH:5]=[CH:4][CH:3]=[C:2]1[CH:6]1[O:10][CH2:9][CH2:8][O:7]1.[Li]CCCC.[Sn:16](Cl)([CH2:25][CH2:26][CH2:27][CH3:28])([CH2:21][CH2:22][CH2:23][CH3:24])[CH2:17][CH2:18][CH2:19][CH3:20].